This data is from Reaction yield outcomes from USPTO patents with 853,638 reactions. The task is: Predict the reaction yield, written as a fraction of the theoretical maximum amount of product (1.0 means a 100% yield; for example, 0.34 means a 34% yield). The product is [CH3:25][C:13]1([CH2:14][N:15]2[C:19]3[CH:20]=[CH:21][CH:22]=[CH:23][C:18]=3[O:17][C:16]2=[O:24])[CH2:12][O:9]1. The reactants are ClC1C=CC=C(C(OO)=[O:9])C=1.[CH3:12][C:13](=[CH2:25])[CH2:14][N:15]1[C:19]2[CH:20]=[CH:21][CH:22]=[CH:23][C:18]=2[O:17][C:16]1=[O:24]. The catalyst is C(Cl)Cl. The yield is 0.990.